This data is from Reaction yield outcomes from USPTO patents with 853,638 reactions. The task is: Predict the reaction yield, written as a fraction of the theoretical maximum amount of product (1.0 means a 100% yield; for example, 0.34 means a 34% yield). (1) The reactants are COC[O:4][C:5]1[CH:10]=[C:9]([O:11][CH3:12])[CH:8]=[CH:7][C:6]=1[CH:13]1[C:21]2[C:16](=[CH:17][CH:18]=[C:19]([O:22][CH2:23][CH2:24][CH3:25])[CH:20]=2)[CH:15]([C:26]2[CH:31]=[CH:30][C:29]3[O:32][CH2:33][O:34][C:28]=3[CH:27]=2)[CH:14]1C(O)=O.N1C=CC=CC=1.S(Cl)(Cl)=O.SC1C=CC=C[N+]=1[O-]. The catalyst is ClCCl. The product is [OH:4][C:5]1[CH:10]=[C:9]([O:11][CH3:12])[CH:8]=[CH:7][C:6]=1[CH:13]1[C:21]2[C:16](=[CH:17][CH:18]=[C:19]([O:22][CH2:23][CH2:24][CH3:25])[CH:20]=2)[CH:15]([C:26]2[CH:31]=[CH:30][C:29]3[O:32][CH2:33][O:34][C:28]=3[CH:27]=2)[CH2:14]1. The yield is 0.410. (2) The reactants are [Cl:1][C:2]1[CH:3]=[C:4]([C@@H:8]([C@@H:17]2[CH2:22][CH2:21][CH2:20][N:19]([C:23](=[S:43])[NH:24][C@H:25]([CH2:33][N:34](C)[C:35](OC(C)(C)C)=O)[CH2:26][CH:27]3[CH2:32][CH2:31][CH2:30][CH2:29][CH2:28]3)[CH2:18]2)[O:9][CH2:10][CH2:11][NH:12][C:13](=[O:16])[O:14][CH3:15])[CH:5]=[CH:6][CH:7]=1.C(=O)(O)[O-].[Na+]. The catalyst is C(O)(C(F)(F)F)=O.C(Cl)Cl. The product is [Cl:1][C:2]1[CH:3]=[C:4]([C@@H:8]([C@@H:17]2[CH2:22][CH2:21][CH2:20][N:19]([C:23](=[S:43])[NH:24][C@H:25]([CH2:33][NH:34][CH3:35])[CH2:26][CH:27]3[CH2:28][CH2:29][CH2:30][CH2:31][CH2:32]3)[CH2:18]2)[O:9][CH2:10][CH2:11][NH:12][C:13](=[O:16])[O:14][CH3:15])[CH:5]=[CH:6][CH:7]=1. The yield is 0.190. (3) The reactants are [Cl:1][C:2]1[C:7](F)=[C:6]([C:9]#[N:10])[CH:5]=[CH:4][N:3]=1.[NH:11]1[CH2:15][CH2:14][CH2:13][CH2:12]1. No catalyst specified. The product is [Cl:1][C:2]1[C:7]([N:11]2[CH2:15][CH2:14][CH2:13][CH2:12]2)=[C:6]([CH:5]=[CH:4][N:3]=1)[C:9]#[N:10]. The yield is 0.940.